Dataset: Catalyst prediction with 721,799 reactions and 888 catalyst types from USPTO. Task: Predict which catalyst facilitates the given reaction. (1) Reactant: [H-].[Na+].Cl[C:4]1[N:5]([CH2:12][C:13]([OH:24])([CH3:23])[CH2:14][CH2:15][C:16]([O:18][C:19]([CH3:22])([CH3:21])[CH3:20])=[O:17])[CH:6]=[C:7]([N+:9]([O-:11])=[O:10])[N:8]=1. Product: [CH3:23][C:13]1([CH2:14][CH2:15][C:16]([O:18][C:19]([CH3:22])([CH3:21])[CH3:20])=[O:17])[O:24][C:4]2=[N:8][C:7]([N+:9]([O-:11])=[O:10])=[CH:6][N:5]2[CH2:12]1. The catalyst class is: 12. (2) Reactant: [CH2:1]([O:3][C:4](=[O:30])[CH2:5][O:6][C:7]1[CH:12]=[CH:11][C:10]([S:13][C:14]2[CH:19]=[C:18]([C:20]#[C:21][C:22]3[CH:27]=[CH:26][CH:25]=[CH:24][CH:23]=3)[CH:17]=[C:16]([OH:28])[CH:15]=2)=[CH:9][C:8]=1[CH3:29])[CH3:2].[N:31]1([CH2:37][CH2:38][CH2:39]O)[CH2:36][CH2:35][O:34][CH2:33][CH2:32]1.C(P(CCCC)CCCC)CCC.N(C(N1CCCCC1)=O)=NC(N1CCCCC1)=O. Product: [CH2:1]([O:3][C:4](=[O:30])[CH2:5][O:6][C:7]1[CH:12]=[CH:11][C:10]([S:13][C:14]2[CH:19]=[C:18]([C:20]#[C:21][C:22]3[CH:27]=[CH:26][CH:25]=[CH:24][CH:23]=3)[CH:17]=[C:16]([O:28][CH2:39][CH2:38][CH2:37][N:31]3[CH2:36][CH2:35][O:34][CH2:33][CH2:32]3)[CH:15]=2)=[CH:9][C:8]=1[CH3:29])[CH3:2]. The catalyst class is: 1. (3) Reactant: FC(F)(F)C(O)=O.O.[C:9]([C:13]1[CH:63]=[CH:62][C:16]2[NH:17][C:18]([CH2:20][CH2:21][CH:22]3[CH2:25][CH:24]([N:26]([CH2:30][C@@H:31]4[C@H:35]5[O:36]C(C)(C)[O:38][C@H:34]5[C@H:33]([N:41]5[CH:49]=[N:48][C:47]6[C:42]5=[N:43][CH:44]=[N:45][C:46]=6[NH:50]CC5C=CC(OC)=CC=5OC)[CH2:32]4)[CH:27]([CH3:29])[CH3:28])[CH2:23]3)=[N:19][C:15]=2[CH:14]=1)([CH3:12])([CH3:11])[CH3:10].C([SiH](CC)CC)C.C([O-])([O-])=O.[K+].[K+]. The catalyst class is: 24. Product: [NH2:50][C:46]1[N:45]=[CH:44][N:43]=[C:42]2[C:47]=1[N:48]=[CH:49][N:41]2[C@@H:33]1[CH2:32][C@H:31]([CH2:30][N:26]([CH:24]2[CH2:25][CH:22]([CH2:21][CH2:20][C:18]3[NH:17][C:16]4[CH:62]=[CH:63][C:13]([C:9]([CH3:12])([CH3:11])[CH3:10])=[CH:14][C:15]=4[N:19]=3)[CH2:23]2)[CH:27]([CH3:28])[CH3:29])[C@@H:35]([OH:36])[C@H:34]1[OH:38]. (4) Reactant: Cl.[CH3:2][O:3][C:4]1[N:9]=[CH:8][C:7]([CH2:10][CH2:11][N:12]2[C:17](=[O:18])[CH2:16][C:15]([CH3:20])([CH3:19])[CH2:14][C:13]2=[O:21])=[CH:6][CH:5]=1.N12CCN(CC1)CC2.[CH3:30][N:31]([C:35]1[CH:40]=[CH:39][CH:38]=[CH:37][CH:36]=1)C(Cl)=O.[O:41]1CCCC1. Product: [CH3:20][C:15]1([CH3:19])[CH2:14][C:13](=[O:21])[N:12]([CH2:11][CH2:10][C:7]2[CH:6]=[CH:5][C:4]([O:3][C:2](=[O:41])[N:31]([CH3:30])[C:35]3[CH:40]=[CH:39][CH:38]=[CH:37][CH:36]=3)=[N:9][CH:8]=2)[C:17](=[O:18])[CH2:16]1. The catalyst class is: 28. (5) Reactant: [Cl:1][C:2]1[CH:3]=[C:4]([CH:8]=[CH:9][C:10]=1[CH:11]([CH3:29])[C:12]([OH:28])([C:17]1[CH:18]=[CH:19][C:20]2[O:24][C:23](=[O:25])[N:22]([CH3:26])[C:21]=2[CH:27]=1)[C:13]([F:16])([F:15])[F:14])[C:5](O)=[O:6].[NH2:30][C@H:31]([C:36]([O-:38])=[O:37])C(C)(C)C.O. Product: [C:4]([O:38][C:36](=[O:37])[CH2:31][NH:30][C:5](=[O:6])[C:4]1[CH:8]=[CH:9][C:10]([CH:11]([CH3:29])[C:12]([OH:28])([C:17]2[CH:18]=[CH:19][C:20]3[O:24][C:23](=[O:25])[N:22]([CH3:26])[C:21]=3[CH:27]=2)[C:13]([F:15])([F:14])[F:16])=[C:2]([Cl:1])[CH:3]=1)([CH3:8])([CH3:5])[CH3:3]. The catalyst class is: 3. (6) Reactant: [N:1]1([C:6]2[CH:18]=[CH:17][C:9]([O:10][CH:11]3[CH2:16][CH2:15][NH:14][CH2:13][CH2:12]3)=[CH:8][CH:7]=2)[CH:5]=[CH:4][N:3]=[CH:2]1.C(=O)C(C)C.C([Sn](Cl)(Cl)CCCC)CCC.[C:35]1([SiH3])[CH:40]=[CH:39][CH:38]=[CH:37]C=1. Product: [CH:37]1([N:14]2[CH2:13][CH2:12][CH:11]([O:10][C:9]3[CH:8]=[CH:7][C:6]([N:1]4[CH:5]=[CH:4][N:3]=[CH:2]4)=[CH:18][CH:17]=3)[CH2:16][CH2:15]2)[CH2:38][CH2:39][CH2:40][CH2:35]1. The catalyst class is: 1. (7) Reactant: [C:1]([O:5][C:6]([N:8]1[CH2:22][CH2:21][C:11]2[NH:12][C:13]3[C:14]([CH3:20])=[CH:15][C:16]([CH3:19])=[CH:17][C:18]=3[C:10]=2[CH2:9]1)=[O:7])([CH3:4])([CH3:3])[CH3:2].[OH-].[K+].[CH3:25]OCCOC. Product: [C:1]([O:5][C:6]([N:8]1[CH2:22][CH2:21][C:11]2[N:12]([CH3:25])[C:13]3[C:14]([CH3:20])=[CH:15][C:16]([CH3:19])=[CH:17][C:18]=3[C:10]=2[CH2:9]1)=[O:7])([CH3:4])([CH3:2])[CH3:3]. The catalyst class is: 6.